This data is from Reaction yield outcomes from USPTO patents with 853,638 reactions. The task is: Predict the reaction yield, written as a fraction of the theoretical maximum amount of product (1.0 means a 100% yield; for example, 0.34 means a 34% yield). The reactants are [H-].[Al+3].[Li+].[H-].[H-].[H-].[Cl:7][C:8]1[CH:16]=[CH:15][C:14]([OH:17])=[CH:13][C:9]=1[C:10](O)=[O:11].Cl. The catalyst is O1CCCC1.O.O1CCCC1. The product is [Cl:7][C:8]1[CH:16]=[CH:15][C:14]([OH:17])=[CH:13][C:9]=1[CH2:10][OH:11]. The yield is 1.00.